From a dataset of Full USPTO retrosynthesis dataset with 1.9M reactions from patents (1976-2016). Predict the reactants needed to synthesize the given product. (1) Given the product [Cl:30][C:27]1[CH:26]=[CH:25][C:24]([C:17]([N:11]2[C:12]3[C:8](=[C:7]([NH:6][S:2]([CH3:1])(=[O:4])=[O:3])[CH:15]=[C:14]([F:16])[CH:13]=3)[CH:9]=[CH:10]2)([CH2:22][CH3:23])[C:18]([O:20][CH3:21])=[O:19])=[CH:29][CH:28]=1, predict the reactants needed to synthesize it. The reactants are: [CH3:1][S:2](Cl)(=[O:4])=[O:3].[NH2:6][C:7]1[CH:15]=[C:14]([F:16])[CH:13]=[C:12]2[C:8]=1[CH:9]=[CH:10][N:11]2[C:17]([C:24]1[CH:29]=[CH:28][C:27]([Cl:30])=[CH:26][CH:25]=1)([CH2:22][CH3:23])[C:18]([O:20][CH3:21])=[O:19].CN1CCOCC1. (2) Given the product [Cl:16][C:17]1[N:22]=[C:21]([NH:15][C:8]2[CH:9]=[C:10]([CH:13]=[CH2:14])[CH:11]=[CH:12][C:7]=2[S:4]([CH:2]([CH3:1])[CH3:3])(=[O:6])=[O:5])[C:20]([Cl:24])=[CH:19][N:18]=1, predict the reactants needed to synthesize it. The reactants are: [CH3:1][CH:2]([S:4]([C:7]1[CH:12]=[CH:11][C:10]([CH:13]=[CH2:14])=[CH:9][C:8]=1[NH2:15])(=[O:6])=[O:5])[CH3:3].[Cl:16][C:17]1[N:22]=[C:21](Cl)[C:20]([Cl:24])=[CH:19][N:18]=1.C(N(C(C)C)C(C)C)C. (3) Given the product [Cl:11][C:12]1[CH:17]=[CH:16][C:15]([C:2]2[CH:10]=[CH:9][C:5]([C:6]([OH:8])=[O:7])=[CH:4][CH:3]=2)=[CH:14][CH:13]=1, predict the reactants needed to synthesize it. The reactants are: Br[C:2]1[CH:10]=[CH:9][C:5]([C:6]([OH:8])=[O:7])=[CH:4][CH:3]=1.[Cl:11][C:12]1[CH:17]=[CH:16][C:15](OB(O)O)=[CH:14][CH:13]=1. (4) Given the product [CH3:42][C:41]1[CH:40]=[CH:39][CH:38]=[C:37]([CH3:43])[C:36]=1[NH:35][C:33]([NH:32]/[N:31]=[CH:26]/[C:23]1[CH:24]=[CH:25][C:5]2[C:4]3[C:9](=[C:10]([C:11]4[CH:12]=[CH:13][C:14]([O:17][C:18]([F:21])([F:19])[F:20])=[CH:15][CH:16]=4)[N:2]([CH3:1])[N:3]=3)[CH2:8][CH2:7][C:6]=2[CH:22]=1)=[S:34], predict the reactants needed to synthesize it. The reactants are: [CH3:1][N:2]1[C:10]([C:11]2[CH:16]=[CH:15][C:14]([O:17][C:18]([F:21])([F:20])[F:19])=[CH:13][CH:12]=2)=[C:9]2[C:4]([C:5]3[CH:25]=[CH:24][C:23]([CH:26]=O)=[CH:22][C:6]=3[CH2:7][CH2:8]2)=[N:3]1.C(O)C.[NH2:31][NH:32][C:33]([NH:35][C:36]1[C:41]([CH3:42])=[CH:40][CH:39]=[CH:38][C:37]=1[CH3:43])=[S:34].